From a dataset of Ames mutagenicity test results for genotoxicity prediction. Regression/Classification. Given a drug SMILES string, predict its toxicity properties. Task type varies by dataset: regression for continuous values (e.g., LD50, hERG inhibition percentage) or binary classification for toxic/non-toxic outcomes (e.g., AMES mutagenicity, cardiotoxicity, hepatotoxicity). Dataset: ames. (1) The compound is O=[N+]([O-])c1ccc2ccc3cc4c(c5ccc1c2c35)C=CC(O)C4O. The result is 1 (mutagenic). (2) The molecule is O=[N+]([O-])c1ccc2c(c1)NCC2. The result is 1 (mutagenic). (3) The compound is O=C(CCCl)/N=c1\sn(C(=O)CCCl)c2ccc([N+](=O)[O-])cc12. The result is 1 (mutagenic). (4) The compound is CC(=O)Nc1ccc(-c2ccc(N)cc2)cc1. The result is 1 (mutagenic). (5) The drug is CCOC(=O)CNC(=O)C=[N+]=[N-]. The result is 1 (mutagenic). (6) The molecule is Nc1ccc(/C=C/c2cccc(N)c2)cc1. The result is 1 (mutagenic). (7) The compound is Cc1ccc2c(c1)-c1ccccc1C2C. The result is 1 (mutagenic). (8) The compound is CCCCN(CCC(C)O)N=O. The result is 1 (mutagenic). (9) The molecule is NC1CCN(c2nc3c(cc2F)c(=O)c(C(=O)O)cn3-c2ccc(F)cc2F)C1. The result is 1 (mutagenic). (10) The molecule is CN(C)c1ccc(/C=C/C(=O)c2ccccc2)cc1. The result is 0 (non-mutagenic).